From a dataset of Catalyst prediction with 721,799 reactions and 888 catalyst types from USPTO. Predict which catalyst facilitates the given reaction. (1) Reactant: CO.[CH3:3][C:4]([CH3:6])=O.[ClH:7].Cl.Cl.[CH3:10][O:11][C:12]1[CH:35]=[CH:34][C:15]([CH2:16][CH2:17][NH:18][C:19]([NH:21][C:22]([NH:24][CH2:25][CH2:26][CH2:27][CH2:28][CH2:29][CH2:30][CH2:31][CH2:32][CH3:33])=[NH:23])=[NH:20])=[CH:14][CH:13]=1. Product: [ClH:7].[CH3:3][C:4]1([CH3:6])[N:20]=[C:19]([NH:18][CH2:17][CH2:16][C:15]2[CH:14]=[CH:13][C:12]([O:11][CH3:10])=[CH:35][CH:34]=2)[NH:21][C:22]([NH:24][CH2:25][CH2:26][CH2:27][CH2:28][CH2:29][CH2:30][CH2:31][CH2:32][CH3:33])=[N:23]1. The catalyst class is: 8. (2) Reactant: C1O[C:9]2C=CC(N)=[CH:4][C:3]=2O1.CCC(=O)C([O-])=O.[CH3:18][O:19][C:20](=[O:33])[C@H:21]([CH3:32])[NH:22][C:23]1[CH:28]=[CH:27][C:26]2[O:29][CH2:30][O:31][C:25]=2[CH:24]=1. Product: [CH2:18]([O:19][C:20](=[O:33])[C@H:21]([CH3:32])[NH:22][C:23]1[CH:28]=[CH:27][C:26]2[O:29][CH2:30][O:31][C:25]=2[CH:24]=1)[CH:3]([CH3:4])[CH3:9]. The catalyst class is: 619. (3) Reactant: [C:1]([O:5][C:6]([CH2:8][C@@H:9]1[CH2:12][C@H:11]([C:13](O)=[O:14])[CH2:10]1)=[O:7])([CH3:4])([CH3:3])[CH3:2].B.O1CCCC1.O1CCCC1.Cl. Product: [C:1]([O:5][C:6](=[O:7])[CH2:8][C@H:9]1[CH2:10][C@@H:11]([CH2:13][OH:14])[CH2:12]1)([CH3:2])([CH3:4])[CH3:3]. The catalyst class is: 7. (4) Product: [C:17]([O:16][C:14](=[O:15])[NH:12][C@H:5]1[C:6]2[C:11](=[CH:10][CH:9]=[CH:8][CH:7]=2)[CH2:3][C@@H:4]1[OH:13])([CH3:20])([CH3:19])[CH3:18]. The catalyst class is: 1. Reactant: [OH-].[Na+].[CH2:3]1[C:11]2[C:6](=[CH:7][CH:8]=[CH:9][CH:10]=2)[C@H:5]([NH2:12])[C@H:4]1[OH:13].[C:14](O[C:14]([O:16][C:17]([CH3:20])([CH3:19])[CH3:18])=[O:15])([O:16][C:17]([CH3:20])([CH3:19])[CH3:18])=[O:15].